Dataset: Peptide-MHC class II binding affinity with 134,281 pairs from IEDB. Task: Regression. Given a peptide amino acid sequence and an MHC pseudo amino acid sequence, predict their binding affinity value. This is MHC class II binding data. (1) The peptide sequence is IGSRGRRSCRAARRP. The MHC is HLA-DQA10101-DQB10501 with pseudo-sequence HLA-DQA10101-DQB10501. The binding affinity (normalized) is 0.456. (2) The peptide sequence is FRKYTAFTIPSINNE. The MHC is DRB1_1302 with pseudo-sequence DRB1_1302. The binding affinity (normalized) is 0. (3) The peptide sequence is LGHRDALEDDLLNRN. The MHC is DRB1_0405 with pseudo-sequence DRB1_0405. The binding affinity (normalized) is 0. (4) The peptide sequence is KEPIVGAETFYVDGA. The MHC is HLA-DQA10401-DQB10402 with pseudo-sequence HLA-DQA10401-DQB10402. The binding affinity (normalized) is 0.465. (5) The peptide sequence is YVQIVRQIRSGERFL. The MHC is HLA-DQA10501-DQB10301 with pseudo-sequence HLA-DQA10501-DQB10301. The binding affinity (normalized) is 0.0907. (6) The MHC is DRB4_0101 with pseudo-sequence DRB4_0103. The binding affinity (normalized) is 0.180. The peptide sequence is APTGMFVAGAKYMVI. (7) The peptide sequence is MVVERLGDYLVEQGM. The MHC is HLA-DQA10401-DQB10402 with pseudo-sequence HLA-DQA10401-DQB10402. The binding affinity (normalized) is 0.201. (8) The peptide sequence is HPDYAILAARIAVSN. The MHC is DRB5_0101 with pseudo-sequence DRB5_0101. The binding affinity (normalized) is 0.747.